This data is from Forward reaction prediction with 1.9M reactions from USPTO patents (1976-2016). The task is: Predict the product of the given reaction. (1) Given the reactants [CH3:1][C:2]1[CH:7]=[CH:6][C:5]([S:8][C:9]2[C:17]3[NH:16][C:15]4[CH2:18][CH2:19][N:20]([C:22]([O:24][C:25]([CH3:28])([CH3:27])[CH3:26])=[O:23])[CH2:21][C:14]=4[C:13]=3[CH:12]=[CH:11][CH:10]=2)=[CH:4][CH:3]=1.[OH-].[K+].I[CH3:32], predict the reaction product. The product is: [CH3:32][N:16]1[C:17]2[C:9]([S:8][C:5]3[CH:6]=[CH:7][C:2]([CH3:1])=[CH:3][CH:4]=3)=[CH:10][CH:11]=[CH:12][C:13]=2[C:14]2[CH2:21][N:20]([C:22]([O:24][C:25]([CH3:28])([CH3:27])[CH3:26])=[O:23])[CH2:19][CH2:18][C:15]1=2. (2) Given the reactants [NH2:1][C:2]1[C:7]([NH2:8])=[CH:6][CH:5]=[CH:4][N:3]=1.[C:9](OCC)(=[O:15])[C:10](OCC)=[O:11], predict the reaction product. The product is: [NH:8]1[C:10](=[O:11])[C:9](=[O:15])[NH:1][C:2]2[N:3]=[CH:4][CH:5]=[CH:6][C:7]1=2. (3) Given the reactants [H-].[Na+].[OH:3][C:4]1[CH:9]=[CH:8][CH:7]=[CH:6][C:5]=1[N:10]1[CH2:15][CH2:14][C:13]([C:18]2[CH:23]=[CH:22][CH:21]=[C:20]([O:24][CH3:25])[CH:19]=2)([C:16]#[N:17])[CH2:12][CH2:11]1.Br[CH2:27][CH2:28][O:29][CH3:30].[Cl-].[NH4+], predict the reaction product. The product is: [CH3:30][O:29][CH2:28][CH2:27][O:3][C:4]1[CH:9]=[CH:8][CH:7]=[CH:6][C:5]=1[N:10]1[CH2:11][CH2:12][C:13]([C:18]2[CH:23]=[CH:22][CH:21]=[C:20]([O:24][CH3:25])[CH:19]=2)([C:16]#[N:17])[CH2:14][CH2:15]1. (4) Given the reactants Cl[C:2]([O:4][CH2:5][C:6]1[CH:11]=[CH:10][CH:9]=[CH:8][CH:7]=1)=[O:3].[NH2:12][C:13]1([C:16]#[N:17])[CH2:15][CH2:14]1.C(N(CC)CC)C, predict the reaction product. The product is: [C:16]([C:13]1([NH:12][C:2](=[O:3])[O:4][CH2:5][C:6]2[CH:11]=[CH:10][CH:9]=[CH:8][CH:7]=2)[CH2:15][CH2:14]1)#[N:17]. (5) Given the reactants [I:1][C:2]1[CH:3]=[C:4]([CH:8]=[CH:9][CH:10]=1)[C:5](O)=[O:6].C1C=CC2N(O)N=NC=2C=1.CCN=C=NCCCN(C)C.Cl.Cl.[CH3:34][NH:35][O:36][CH3:37].C(N(CC)CC)C, predict the reaction product. The product is: [I:1][C:2]1[CH:3]=[C:4]([CH:8]=[CH:9][CH:10]=1)[C:5]([N:35]([O:36][CH3:37])[CH3:34])=[O:6]. (6) Given the reactants [C:1]([NH:4][CH2:5][CH2:6][O:7][C:8]1[N:16]=[CH:15][C:14]([Br:17])=[CH:13][C:9]=1[C:10]([OH:12])=[O:11])(=[O:3])[CH3:2].S(=O)(=O)(O)O.[CH2:23](O)[CH3:24], predict the reaction product. The product is: [CH2:23]([O:11][C:10](=[O:12])[C:9]1[CH:13]=[C:14]([Br:17])[CH:15]=[N:16][C:8]=1[O:7][CH2:6][CH2:5][NH:4][C:1](=[O:3])[CH3:2])[CH3:24]. (7) Given the reactants [F:1][CH:2]([F:11])[C:3]([C:5]1[CH:10]=[CH:9][CH:8]=[CH:7][CH:6]=1)=[O:4].Br[C:13]1[CH:18]=[CH:17][C:16]([N+:19]([O-:21])=[O:20])=[CH:15][CH:14]=1, predict the reaction product. The product is: [F:1][C:2]([F:11])([C:13]1[CH:18]=[CH:17][C:16]([N+:19]([O-:21])=[O:20])=[CH:15][CH:14]=1)[C:3]([C:5]1[CH:6]=[CH:7][CH:8]=[CH:9][CH:10]=1)=[O:4]. (8) Given the reactants [Br:1][C:2]1[CH:3]=[CH:4][C:5]([Cl:29])=[C:6]([CH:8]([C:10]2[CH:11]=[C:12]3[C:17](=[CH:18][CH:19]=2)[N:16]([CH2:20][C:21]2[CH:26]=[CH:25][C:24]([O:27][CH3:28])=[CH:23][CH:22]=2)[CH2:15][CH2:14][CH2:13]3)O)[CH:7]=1.[SiH](CC)(CC)CC.B(F)(F)F.CCOCC, predict the reaction product. The product is: [Br:1][C:2]1[CH:3]=[CH:4][C:5]([Cl:29])=[C:6]([CH:7]=1)[CH2:8][C:10]1[CH:11]=[C:12]2[C:17](=[CH:18][CH:19]=1)[N:16]([CH2:20][C:21]1[CH:22]=[CH:23][C:24]([O:27][CH3:28])=[CH:25][CH:26]=1)[CH2:15][CH2:14][CH2:13]2. (9) Given the reactants [OH:1][CH2:2][CH:3]1[NH:8][CH2:7][CH2:6][N:5]([C:9]([O:11][C:12]([CH3:15])([CH3:14])[CH3:13])=[O:10])[CH2:4]1.[CH3:16][O:17][C:18]1[CH:19]=[C:20]([N:24]=[C:25]=[O:26])[CH:21]=[CH:22][CH:23]=1, predict the reaction product. The product is: [OH:1][CH2:2][CH:3]1[N:8]([C:25](=[O:26])[NH:24][C:20]2[CH:21]=[CH:22][CH:23]=[C:18]([O:17][CH3:16])[CH:19]=2)[CH2:7][CH2:6][N:5]([C:9]([O:11][C:12]([CH3:15])([CH3:14])[CH3:13])=[O:10])[CH2:4]1. (10) Given the reactants [N+:1]([C:4]1[CH:9]=[CH:8][CH:7]=[CH:6][C:5]=1[OH:10])([O-:3])=[O:2].[Cl:11][CH2:12][CH2:13]OS(C1C=CC(C)=CC=1)(=O)=O.C(=O)([O-])[O-].[K+].[K+].O, predict the reaction product. The product is: [Cl:11][CH2:12][CH2:13][O:10][C:5]1[CH:6]=[CH:7][CH:8]=[CH:9][C:4]=1[N+:1]([O-:3])=[O:2].